Regression. Given a peptide amino acid sequence and an MHC pseudo amino acid sequence, predict their binding affinity value. This is MHC class I binding data. From a dataset of Peptide-MHC class I binding affinity with 185,985 pairs from IEDB/IMGT. (1) The peptide sequence is ISEPTIHLV. The binding affinity (normalized) is 0. The MHC is HLA-A29:02 with pseudo-sequence HLA-A29:02. (2) The binding affinity (normalized) is 0.0847. The MHC is HLA-A02:01 with pseudo-sequence HLA-A02:01. The peptide sequence is YVAGITLTH. (3) The peptide sequence is FHDSNVKNL. The MHC is H-2-Db with pseudo-sequence H-2-Db. The binding affinity (normalized) is 0.0641.